Dataset: Reaction yield outcomes from USPTO patents with 853,638 reactions. Task: Predict the reaction yield, written as a fraction of the theoretical maximum amount of product (1.0 means a 100% yield; for example, 0.34 means a 34% yield). (1) The reactants are [C:1]([SiH2:5][O:6][C:7]([CH3:17])([CH3:16])[C:8]1[N:13]=[C:12]([CH2:14][OH:15])[CH:11]=[CH:10][CH:9]=1)([CH3:4])([CH3:3])[CH3:2]. The catalyst is CC#N.C(OC(C)C)(C)C. The product is [C:1]([SiH2:5][O:6][C:7]([CH3:17])([CH3:16])[C:8]1[N:13]=[C:12]([CH:14]=[O:15])[CH:11]=[CH:10][CH:9]=1)([CH3:4])([CH3:2])[CH3:3]. The yield is 0.940. (2) The reactants are [Cl:1][C:2]1[N:7]=[CH:6][C:5]([S:8](Cl)(=[O:10])=[O:9])=[CH:4][CH:3]=1.[CH3:12][NH:13][CH3:14].CCN(CC)CC. The catalyst is C1COCC1.CCOC(C)=O. The product is [Cl:1][C:2]1[N:7]=[CH:6][C:5]([S:8]([N:13]([CH3:14])[CH3:12])(=[O:10])=[O:9])=[CH:4][CH:3]=1. The yield is 0.950. (3) The reactants are [Cl:1][C:2]1[CH:25]=[CH:24][C:5]([CH2:6][NH:7][C:8]([C:10]2[CH:11]=[N:12][C:13]3[C:18]([C:19]=2[OH:20])=[CH:17][C:16]([CH2:21][OH:22])=[CH:15][C:14]=3[I:23])=[O:9])=[CH:4][CH:3]=1.[C:26]([O-])([O-])=O.[K+].[K+].CI.CO.C(Cl)Cl. The catalyst is CN(C=O)C. The product is [Cl:1][C:2]1[CH:3]=[CH:4][C:5]([CH2:6][NH:7][C:8]([C:10]2[C:19](=[O:20])[C:18]3[C:13](=[C:14]([I:23])[CH:15]=[C:16]([CH2:21][OH:22])[CH:17]=3)[N:12]([CH3:26])[CH:11]=2)=[O:9])=[CH:24][CH:25]=1. The yield is 0.540. (4) The reactants are [C:1]([C:6]([O:8][CH2:9][CH3:10])=[O:7])#[C:2][C:3]([O-:5])=[O:4].[Br:11][C:12]1[CH:17]=[C:16]([O:18][CH3:19])[CH:15]=[CH:14][C:13]=1[OH:20].[F-].[CH2:22]([N+](CCCC)(CCCC)CCCC)[CH2:23]CC. The catalyst is CC(O)C. The product is [Br:11][C:12]1[CH:17]=[C:16]([O:18][CH3:19])[CH:15]=[CH:14][C:13]=1[O:20]/[C:1](=[CH:2]\[C:3]([O:5][CH2:22][CH3:23])=[O:4])/[C:6]([O:8][CH2:9][CH3:10])=[O:7]. The yield is 0.620. (5) The reactants are [C:1]([OH:20])(=[O:19])[CH2:2][CH2:3][CH2:4][CH2:5][CH2:6][CH2:7][CH2:8][CH2:9][CH2:10][CH2:11][CH2:12][CH2:13][CH2:14][CH2:15][C:16]([OH:18])=[O:17].[C:21](OC(O[C:21]([CH3:24])([CH3:23])[CH3:22])N(C)C)([CH3:24])([CH3:23])[CH3:22]. The catalyst is C1(C)C=CC=CC=1. The product is [C:21]([O:17][C:16](=[O:18])[CH2:15][CH2:14][CH2:13][CH2:12][CH2:11][CH2:10][CH2:9][CH2:8][CH2:7][CH2:6][CH2:5][CH2:4][CH2:3][CH2:2][C:1]([OH:20])=[O:19])([CH3:24])([CH3:23])[CH3:22]. The yield is 0.476.